From a dataset of Full USPTO retrosynthesis dataset with 1.9M reactions from patents (1976-2016). Predict the reactants needed to synthesize the given product. (1) Given the product [F:10][C:7]([F:8])([F:9])[C:6]([NH:14][C:15]1[CH:23]=[C:22]2[C:18](=[CH:17][C:16]=1[C:25]#[C:26][CH2:27][CH2:28][CH2:29][CH3:30])[CH2:19][CH2:20][C:21]2=[O:24])=[O:11], predict the reactants needed to synthesize it. The reactants are: [F:8][C:7]([F:10])([F:9])[C:6](O[C:6](=[O:11])[C:7]([F:10])([F:9])[F:8])=[O:11].[NH2:14][C:15]1[CH:23]=[C:22]2[C:18]([CH2:19][CH2:20][C:21]2=[O:24])=[CH:17][C:16]=1[C:25]#[C:26][CH2:27][CH2:28][CH2:29][CH3:30]. (2) Given the product [Cl:61][C:59]1[CH:58]=[CH:57][C:55]2[NH:56][C:52]([CH:51]([NH:62][C:5](=[O:7])[C:4]3[CH:8]=[CH:9][C:10]([C:11]([N:13]4[CH2:17][CH2:16][CH2:15][CH2:14]4)=[O:12])=[C:2]([CH3:1])[CH:3]=3)[CH2:50][OH:49])=[N:53][C:54]=2[CH:60]=1, predict the reactants needed to synthesize it. The reactants are: [CH3:1][C:2]1[CH:3]=[C:4]([CH:8]=[CH:9][C:10]=1[C:11]([N:13]1[CH2:17][CH2:16][CH2:15][CH2:14]1)=[O:12])[C:5]([OH:7])=O.CN(C(ON1N=NC2C=CC=CC1=2)=[N+](C)C)C.[B-](F)(F)(F)F.C(N(C(C)C)CC)(C)C.[OH:49][CH2:50][CH:51]([NH2:62])[C:52]1[NH:56][C:55]2[CH:57]=[CH:58][C:59]([Cl:61])=[CH:60][C:54]=2[N:53]=1.ClCl.